Dataset: Reaction yield outcomes from USPTO patents with 853,638 reactions. Task: Predict the reaction yield, written as a fraction of the theoretical maximum amount of product (1.0 means a 100% yield; for example, 0.34 means a 34% yield). (1) The reactants are [Cl:1][C:2]1[CH:22]=[CH:21][C:5]([CH2:6][C:7]2[N:8]=[C:9]([C:15]3[CH:20]=[CH:19][N:18]=[CH:17][CH:16]=3)[S:10][C:11]=2[C:12]([OH:14])=O)=[CH:4][CH:3]=1.Cl.[CH3:24][NH:25][O:26][CH3:27].CN(C(ON1N=NC2C=CC=NC1=2)=[N+](C)C)C.F[P-](F)(F)(F)(F)F.C(N(C(C)C)CC)(C)C. The catalyst is CN(C=O)C.O. The product is [Cl:1][C:2]1[CH:22]=[CH:21][C:5]([CH2:6][C:7]2[N:8]=[C:9]([C:15]3[CH:16]=[CH:17][N:18]=[CH:19][CH:20]=3)[S:10][C:11]=2[C:12]([N:25]([O:26][CH3:27])[CH3:24])=[O:14])=[CH:4][CH:3]=1. The yield is 0.800. (2) The reactants are [CH2:1]([N:8]1[CH2:12][CH2:11][C:10](=O)[CH2:9]1)[C:2]1[CH:7]=[CH:6][CH:5]=[CH:4][CH:3]=1.C1(P(=[CH:33][C:34]([O:36][CH3:37])=[O:35])(C2C=CC=CC=2)C2C=CC=CC=2)C=CC=CC=1. The catalyst is C1(C)C=CC=CC=1. The product is [CH2:1]([N:8]1[CH2:12][CH2:11][C:10](=[CH:33][C:34]([O:36][CH3:37])=[O:35])[CH2:9]1)[C:2]1[CH:7]=[CH:6][CH:5]=[CH:4][CH:3]=1. The yield is 0.610.